From a dataset of Full USPTO retrosynthesis dataset with 1.9M reactions from patents (1976-2016). Predict the reactants needed to synthesize the given product. (1) Given the product [Cl:1][C:2]1[C:11]2[C:6](=[CH:7][CH:8]=[C:9]([O:12][CH2:14][CH:15]3[CH2:19][CH2:18][N:17]([C:20]([O:22][C:23]([CH3:24])([CH3:26])[CH3:25])=[O:21])[CH2:16]3)[CH:10]=2)[N:5]=[CH:4][N:3]=1, predict the reactants needed to synthesize it. The reactants are: [Cl:1][C:2]1[C:11]2[C:6](=[CH:7][CH:8]=[C:9]([OH:12])[CH:10]=2)[N:5]=[CH:4][N:3]=1.O[CH2:14][CH:15]1[CH2:19][CH2:18][N:17]([C:20]([O:22][C:23]([CH3:26])([CH3:25])[CH3:24])=[O:21])[CH2:16]1. (2) Given the product [NH:1]1[C:9]2[C:4](=[CH:5][CH:6]=[C:7]([CH:10]([OH:11])[CH3:12])[CH:8]=2)[CH:3]=[N:2]1, predict the reactants needed to synthesize it. The reactants are: [NH:1]1[C:9]2[C:4](=[CH:5][CH:6]=[C:7]([CH:10]=[O:11])[CH:8]=2)[CH:3]=[N:2]1.[CH3:12][Mg]Br. (3) Given the product [Cl:29][C:22]1[CH:21]=[CH:20][C:19]([NH:18][C:13]([CH:11]2[C:10]([CH3:17])([CH3:16])[S:9][C:8]([C:5]3[CH:4]=[CH:3][C:2]([F:1])=[CH:7][CH:6]=3)=[N:12]2)=[O:15])=[CH:24][C:23]=1[C:25]([F:26])([F:27])[F:28], predict the reactants needed to synthesize it. The reactants are: [F:1][C:2]1[CH:7]=[CH:6][C:5]([C:8]2[S:9][C:10]([CH3:17])([CH3:16])[CH:11]([C:13]([OH:15])=O)[N:12]=2)=[CH:4][CH:3]=1.[NH2:18][C:19]1[CH:20]=[CH:21][C:22]([Cl:29])=[C:23]([C:25]([F:28])([F:27])[F:26])[CH:24]=1.CCN(C(C)C)C(C)C.C1CN([P+](Br)(N2CCCC2)N2CCCC2)CC1.F[P-](F)(F)(F)(F)F. (4) Given the product [F:39][C:37]1[CH:36]=[CH:35][C:34]2[C:28]3([O:31][CH2:32][C:33]=2[CH:38]=1)[CH2:27][CH2:26][NH:25][CH2:30][CH2:29]3, predict the reactants needed to synthesize it. The reactants are: Cl.ClC1C=C2C(=CC=1)OC1(CCNCC1)CC2.C([N:25]1[CH2:30][CH2:29][C:28]2([C:34]3[CH:35]=[CH:36][C:37]([F:39])=[CH:38][C:33]=3[CH2:32][O:31]2)[CH2:27][CH2:26]1)C1C=CC=CC=1.ClC(OCCCl)=O.